Task: Predict the product of the given reaction.. Dataset: Forward reaction prediction with 1.9M reactions from USPTO patents (1976-2016) (1) Given the reactants [CH2:1]1[C@H:5]2[CH2:6][CH2:7][C@H:8]([NH:9][C:10](=[O:16])[O:11][C:12]([CH3:15])([CH3:14])[CH3:13])[C@H:4]2[CH2:3][NH:2]1.Br[C:18]1[CH:23]=[CH:22][C:21]([C:24]([F:27])([F:26])[F:25])=[CH:20][N:19]=1.C(N(CC)CC)C.O.C(O)C, predict the reaction product. The product is: [F:25][C:24]([F:27])([F:26])[C:21]1[CH:22]=[CH:23][C:18]([N:2]2[CH2:3][C@@H:4]3[C@@H:8]([NH:9][C:10](=[O:16])[O:11][C:12]([CH3:13])([CH3:15])[CH3:14])[CH2:7][CH2:6][C@@H:5]3[CH2:1]2)=[N:19][CH:20]=1. (2) Given the reactants [OH:1][C:2]1[C:11]2[C:6](=[CH:7][C:8]([NH:12][CH2:13][C:14]3[CH:19]=[CH:18][C:17]([O:20][CH3:21])=[CH:16][CH:15]=3)=[CH:9][CH:10]=2)[CH:5]=[N:4][C:3]=1[C:22](OC)=[O:23].[NH2:26][CH2:27][CH2:28][CH2:29][CH2:30][C:31]([OH:33])=[O:32].C[O-].[Na+].CO, predict the reaction product. The product is: [OH:1][C:2]1[C:11]2[C:6](=[CH:7][C:8]([NH:12][CH2:13][C:14]3[CH:15]=[CH:16][C:17]([O:20][CH3:21])=[CH:18][CH:19]=3)=[CH:9][CH:10]=2)[CH:5]=[N:4][C:3]=1[C:22]([NH:26][CH2:27][CH2:28][CH2:29][CH2:30][C:31]([OH:33])=[O:32])=[O:23]. (3) Given the reactants C1C=C(Cl)C=C(C(OO)=[O:9])C=1.[CH:12]1([NH:15][C:16]([C:18]2[CH:19]=[C:20]([F:38])[C:21]([CH3:37])=[C:22]([C:24]3[CH:36]=[CH:35][C:27]([C:28]([NH:30][CH2:31][CH:32]([CH3:34])[CH3:33])=[O:29])=[CH:26][N:25]=3)[CH:23]=2)=[O:17])[CH2:14][CH2:13]1, predict the reaction product. The product is: [CH:12]1([NH:15][C:16]([C:18]2[CH:19]=[C:20]([F:38])[C:21]([CH3:37])=[C:22]([C:24]3[N+:25]([O-:9])=[CH:26][C:27]([C:28]([NH:30][CH2:31][CH:32]([CH3:34])[CH3:33])=[O:29])=[CH:35][CH:36]=3)[CH:23]=2)=[O:17])[CH2:14][CH2:13]1. (4) Given the reactants [CH3:1][O:2][C:3]1[CH:8]=[C:7]([CH3:9])[C:6]([S:10](Cl)(=[O:12])=[O:11])=[C:5]([CH3:14])[CH:4]=1.[CH3:15][C:16]1[N:20]2[CH2:21][CH2:22][NH:23][CH:24]([CH2:25][OH:26])[C:19]2=[CH:18][CH:17]=1, predict the reaction product. The product is: [CH3:1][O:2][C:3]1[CH:8]=[C:7]([CH3:9])[C:6]([S:10]([N:23]2[CH2:22][CH2:21][N:20]3[C:16]([CH3:15])=[CH:17][CH:18]=[C:19]3[CH:24]2[CH2:25][OH:26])(=[O:12])=[O:11])=[C:5]([CH3:14])[CH:4]=1. (5) Given the reactants [NH2:1][C:2]1[CH:3]=[C:4]2[C:8](=[CH:9][CH:10]=1)[NH:7][CH:6]=[CH:5]2.[C:11](O[C:11]([O:13][C:14]([CH3:17])([CH3:16])[CH3:15])=[O:12])([O:13][C:14]([CH3:17])([CH3:16])[CH3:15])=[O:12], predict the reaction product. The product is: [C:14]([O:13][C:11](=[O:12])[NH:1][C:2]1[CH:3]=[C:4]2[C:8](=[CH:9][CH:10]=1)[NH:7][CH:6]=[CH:5]2)([CH3:17])([CH3:16])[CH3:15]. (6) Given the reactants Br[C:2]1[N:3]([CH2:20][C:21]2[CH:26]=[CH:25][C:24]([CH2:27][OH:28])=[CH:23][CH:22]=2)[C:4]2[C:9]([N:10]=1)=[C:8]([NH2:11])[N:7]=[C:6]([NH:12][CH2:13][C:14]1[CH:19]=[CH:18][N:17]=[CH:16][CH:15]=1)[N:5]=2.C[O-].[K+].O.C[CH2:34][OH:35].C(Cl)(Cl)Cl, predict the reaction product. The product is: [CH3:34][O:35][C:2]1[N:3]([CH2:20][C:21]2[CH:26]=[CH:25][C:24]([CH2:27][OH:28])=[CH:23][CH:22]=2)[C:4]2[C:9]([N:10]=1)=[C:8]([NH2:11])[N:7]=[C:6]([NH:12][CH2:13][C:14]1[CH:19]=[CH:18][N:17]=[CH:16][CH:15]=1)[N:5]=2. (7) Given the reactants [Cl:1][C:2]1[CH:7]=[CH:6][C:5]([S:8]([NH:11][CH:12]([C:16]2[CH:21]=[CH:20][CH:19]=[CH:18][C:17]=2[C:22]([F:25])([F:24])[F:23])[C:13]([NH2:15])=[O:14])(=[O:10])=[O:9])=[CH:4][CH:3]=1.C([O-])([O-])=O.[Cs+].[Cs+].[CH2:32]([NH:34][C:35](=[O:44])[C:36]1[CH:41]=[CH:40][C:39]([CH2:42]Cl)=[CH:38][CH:37]=1)[CH3:33].CN(C=O)C, predict the reaction product. The product is: [Cl:1][C:2]1[CH:3]=[CH:4][C:5]([S:8]([N:11]([CH2:42][C:39]2[CH:38]=[CH:37][C:36]([C:35]([NH:34][CH2:32][CH3:33])=[O:44])=[CH:41][CH:40]=2)[CH:12]([C:16]2[CH:21]=[CH:20][CH:19]=[CH:18][C:17]=2[C:22]([F:25])([F:23])[F:24])[C:13]([NH2:15])=[O:14])(=[O:10])=[O:9])=[CH:6][CH:7]=1.